Dataset: Forward reaction prediction with 1.9M reactions from USPTO patents (1976-2016). Task: Predict the product of the given reaction. (1) Given the reactants C([C@H]1COC(C)(C)N1C(=O)C(C1C=CN(C2C=CC(C3C=CC=CC=3)=CC=2)C=1)O)C1C=CC=CC=1.[CH2:36]([C@H:43]1[CH2:47][O:46][C:45]([CH3:49])([CH3:48])[N:44]1[C:50](=[O:70])[C:51]([C:53]1[O:57][C:56]([C:58]2[CH:63]=[CH:62][C:61]([C:64]3[CH:69]=[CH:68][CH:67]=[CH:66][CH:65]=3)=[CH:60][CH:59]=2)=[CH:55][CH:54]=1)=[O:52])[C:37]1[CH:42]=[CH:41][CH:40]=[CH:39][CH:38]=1.[BH4-].[Na+], predict the reaction product. The product is: [CH2:36]([C@H:43]1[CH2:47][O:46][C:45]([CH3:49])([CH3:48])[N:44]1[C:50](=[O:70])[CH:51]([C:53]1[O:57][C:56]([C:58]2[CH:59]=[CH:60][C:61]([C:64]3[CH:65]=[CH:66][CH:67]=[CH:68][CH:69]=3)=[CH:62][CH:63]=2)=[CH:55][CH:54]=1)[OH:52])[C:37]1[CH:42]=[CH:41][CH:40]=[CH:39][CH:38]=1. (2) Given the reactants C([O:8][C:9]1[CH:13]=[C:12](/[CH:14]=[CH:15]/[C:16]([O:18][CH2:19][CH3:20])=[O:17])[N:11]([C:21]2[CH:26]=[CH:25][CH:24]=[CH:23][CH:22]=2)[N:10]=1)C1C=CC=CC=1, predict the reaction product. The product is: [OH:8][C:9]1[CH:13]=[C:12]([CH2:14][CH2:15][C:16]([O:18][CH2:19][CH3:20])=[O:17])[N:11]([C:21]2[CH:22]=[CH:23][CH:24]=[CH:25][CH:26]=2)[N:10]=1. (3) Given the reactants [N:1]1[CH:6]=[CH:5][CH:4]=[CH:3][C:2]=1[CH:7]1[CH2:12][CH2:11][NH:10][CH2:9][CH2:8]1.[C:13]([O:17][C:18](O[C:18]([O:17][C:13]([CH3:16])([CH3:15])[CH3:14])=[O:19])=[O:19])([CH3:16])([CH3:15])[CH3:14].C(=O)(O)[O-].[Na+], predict the reaction product. The product is: [C:13]([O:17][C:18]([C:7]1([C:2]2[CH:3]=[CH:4][CH:5]=[CH:6][N:1]=2)[CH2:12][CH2:11][NH:10][CH2:9][CH2:8]1)=[O:19])([CH3:16])([CH3:15])[CH3:14]. (4) Given the reactants [Cl:1][C:2]1[C:3]([F:34])=[C:4]([CH:31]=[CH:32][CH:33]=1)[CH2:5][NH:6][C:7]([C@@H:9]1[CH2:13][C@@H:12]([F:14])[CH2:11][N:10]1[C:15](=[O:30])[CH2:16][N:17]1[C:25]2[C:20](=[CH:21][CH:22]=[C:23]([OH:26])[CH:24]=2)[C:19]([C:27]([NH2:29])=[O:28])=[CH:18]1)=[O:8].[OH-].[K+].Br[CH2:38][CH2:39][O:40][CH3:41], predict the reaction product. The product is: [Cl:1][C:2]1[C:3]([F:34])=[C:4]([CH:31]=[CH:32][CH:33]=1)[CH2:5][NH:6][C:7]([C@@H:9]1[CH2:13][C@@H:12]([F:14])[CH2:11][N:10]1[C:15](=[O:30])[CH2:16][N:17]1[C:25]2[C:20](=[CH:21][CH:22]=[C:23]([O:26][CH2:38][CH2:39][O:40][CH3:41])[CH:24]=2)[C:19]([C:27]([NH2:29])=[O:28])=[CH:18]1)=[O:8].